From a dataset of Reaction yield outcomes from USPTO patents with 853,638 reactions. Predict the reaction yield, written as a fraction of the theoretical maximum amount of product (1.0 means a 100% yield; for example, 0.34 means a 34% yield). (1) The product is [Br:1][C:2]1[CH:7]=[CH:6][C:5]([CH2:8][C:9]([OH:11])=[O:10])=[C:4]([N+:17]([O-:19])=[O:18])[CH:3]=1. The reactants are [Br:1][C:2]1[CH:7]=[CH:6][C:5]([CH:8](C(OC)=O)[C:9]([O:11]C)=[O:10])=[C:4]([N+:17]([O-:19])=[O:18])[CH:3]=1. The yield is 0.890. The catalyst is Cl. (2) The reactants are [Br:1][C:2]1[CH:3]=[C:4]2[C:8](=[CH:9][CH:10]=1)[NH:7][CH:6]=[CH:5]2.I[C:12]1[CH:17]=[CH:16][CH:15]=[CH:14][CH:13]=1.C(=O)([O-])[O-].[K+].[K+].[OH-].[Na+]. The catalyst is [Cu]Br.C([O-])(=O)C.[Cu+2].C([O-])(=O)C. The product is [Br:1][C:2]1[CH:3]=[C:4]2[C:8](=[CH:9][CH:10]=1)[N:7]([C:12]1[CH:17]=[CH:16][CH:15]=[CH:14][CH:13]=1)[CH:6]=[CH:5]2. The yield is 0.360.